Dataset: NCI-60 drug combinations with 297,098 pairs across 59 cell lines. Task: Regression. Given two drug SMILES strings and cell line genomic features, predict the synergy score measuring deviation from expected non-interaction effect. (1) Drug 1: CC1C(C(=O)NC(C(=O)N2CCCC2C(=O)N(CC(=O)N(C(C(=O)O1)C(C)C)C)C)C(C)C)NC(=O)C3=C4C(=C(C=C3)C)OC5=C(C(=O)C(=C(C5=N4)C(=O)NC6C(OC(=O)C(N(C(=O)CN(C(=O)C7CCCN7C(=O)C(NC6=O)C(C)C)C)C)C(C)C)C)N)C. Drug 2: CCC(=C(C1=CC=CC=C1)C2=CC=C(C=C2)OCCN(C)C)C3=CC=CC=C3.C(C(=O)O)C(CC(=O)O)(C(=O)O)O. Cell line: UACC-257. Synergy scores: CSS=24.6, Synergy_ZIP=6.52, Synergy_Bliss=9.17, Synergy_Loewe=2.88, Synergy_HSA=10.0. (2) Drug 1: CC1CCC2CC(C(=CC=CC=CC(CC(C(=O)C(C(C(=CC(C(=O)CC(OC(=O)C3CCCCN3C(=O)C(=O)C1(O2)O)C(C)CC4CCC(C(C4)OC)O)C)C)O)OC)C)C)C)OC. Drug 2: COC1=C2C(=CC3=C1OC=C3)C=CC(=O)O2. Cell line: MDA-MB-231. Synergy scores: CSS=5.91, Synergy_ZIP=-0.148, Synergy_Bliss=3.91, Synergy_Loewe=-15.6, Synergy_HSA=-1.12. (3) Drug 1: CC12CCC(CC1=CCC3C2CCC4(C3CC=C4C5=CN=CC=C5)C)O. Drug 2: C1CN(CCN1C(=O)CCBr)C(=O)CCBr. Cell line: IGROV1. Synergy scores: CSS=13.0, Synergy_ZIP=-8.75, Synergy_Bliss=-7.38, Synergy_Loewe=-8.22, Synergy_HSA=-5.39. (4) Drug 1: C1CCC(C1)C(CC#N)N2C=C(C=N2)C3=C4C=CNC4=NC=N3. Drug 2: C1CC(=O)NC(=O)C1N2C(=O)C3=CC=CC=C3C2=O. Cell line: OVCAR3. Synergy scores: CSS=-1.04, Synergy_ZIP=8.35, Synergy_Bliss=10.5, Synergy_Loewe=1.25, Synergy_HSA=-0.426. (5) Drug 1: CC1=C(C(CCC1)(C)C)C=CC(=CC=CC(=CC(=O)O)C)C. Drug 2: CN(C(=O)NC(C=O)C(C(C(CO)O)O)O)N=O. Cell line: HCC-2998. Synergy scores: CSS=-5.03, Synergy_ZIP=10.0, Synergy_Bliss=13.3, Synergy_Loewe=-2.15, Synergy_HSA=-2.59. (6) Drug 1: C1CC2CC3=C(CC1C24CN(S(=O)(=O)N4)CC(F)(F)F)C=CC(=C3)C=CCN5CCC(CC5)C(F)(F)F. Drug 2: CCC1(C2=C(COC1=O)C(=O)N3CC4=CC5=C(C=CC(=C5CN(C)C)O)N=C4C3=C2)O. Cell line: NCIH23. Synergy scores: CSS=80.5, Synergy_ZIP=12.6, Synergy_Bliss=11.5, Synergy_Loewe=-1.26, Synergy_HSA=13.0. (7) Cell line: NCI-H460. Drug 1: CS(=O)(=O)C1=CC(=C(C=C1)C(=O)NC2=CC(=C(C=C2)Cl)C3=CC=CC=N3)Cl. Drug 2: CC12CCC3C(C1CCC2O)C(CC4=C3C=CC(=C4)O)CCCCCCCCCS(=O)CCCC(C(F)(F)F)(F)F. Synergy scores: CSS=-2.37, Synergy_ZIP=-0.947, Synergy_Bliss=-5.01, Synergy_Loewe=-5.95, Synergy_HSA=-5.58.